Task: Predict which catalyst facilitates the given reaction.. Dataset: Catalyst prediction with 721,799 reactions and 888 catalyst types from USPTO (1) Reactant: Br[CH2:2][C:3]([O:5][CH3:6])=[O:4].[CH:7]1([NH2:12])[CH2:11][CH2:10][CH2:9][CH2:8]1.C(N(CC)CC)C. Product: [CH:7]1([NH:12][CH2:2][C:3]([O:5][CH3:6])=[O:4])[CH2:11][CH2:10][CH2:9][CH2:8]1. The catalyst class is: 1. (2) Reactant: [F:1][C:2]([F:24])([F:23])[C:3]1[CH:4]=[C:5]([C:13]2[N:17]=[CH:16][N:15](/[CH:18]=[CH:19]\[C:20](O)=[O:21])[N:14]=2)[CH:6]=[C:7]([C:9]([F:12])([F:11])[F:10])[CH:8]=1.C1C=CC2N(O)N=NC=2C=1.CCN=C=NCCCN(C)C.Cl.Cl.[O:48]1[C:52]([CH2:53][NH2:54])=[CH:51][N:50]=[CH:49]1.CCN(C(C)C)C(C)C. Product: [F:24][C:2]([F:1])([F:23])[C:3]1[CH:4]=[C:5]([C:13]2[N:17]=[CH:16][N:15](/[CH:18]=[CH:19]\[C:20]([NH:54][CH2:53][C:52]3[O:48][CH:49]=[N:50][CH:51]=3)=[O:21])[N:14]=2)[CH:6]=[C:7]([C:9]([F:12])([F:11])[F:10])[CH:8]=1. The catalyst class is: 98. (3) Reactant: OC(C(F)(F)F)=O.[F:8][C:9]1[CH:14]=[CH:13][C:12]([CH2:15][C@H:16]([NH:33]C(=O)OC(C)(C)C)[C:17]([NH:19][C:20]2[N:24]([CH3:25])[N:23]=[C:22]([C:26]3[CH:31]=[CH:30][N:29]=[C:28]([CH3:32])[CH:27]=3)[CH:21]=2)=[O:18])=[CH:11][CH:10]=1.C(O)(C(F)(F)F)=O. Product: [NH2:33][C@@H:16]([CH2:15][C:12]1[CH:11]=[CH:10][C:9]([F:8])=[CH:14][CH:13]=1)[C:17]([NH:19][C:20]1[N:24]([CH3:25])[N:23]=[C:22]([C:26]2[CH:31]=[CH:30][N:29]=[C:28]([CH3:32])[CH:27]=2)[CH:21]=1)=[O:18]. The catalyst class is: 2. (4) Reactant: [F:1][C:2]1[CH:7]=[CH:6][C:5]([C:8]2[O:9][C:10]3[CH:20]=[C:19]([N:21]([CH3:26])[S:22]([CH3:25])(=[O:24])=[O:23])[C:18](B4OC(C)(C)C(C)(C)O4)=[CH:17][C:11]=3[C:12]=2[C:13]([NH:15][CH3:16])=[O:14])=[CH:4][CH:3]=1.Cl[C:37]1[N:42]=[C:41]([C:43]2[CH:51]=[C:46]3[CH:47]=[CH:48][CH:49]=[CH:50][N:45]3[N:44]=2)[C:40]([O:52][CH3:53])=[CH:39][CH:38]=1.CC(C1C=C(C(C)C)C(C2C=CC=CC=2P(C2CCCCC2)C2CCCCC2)=C(C(C)C)C=1)C.[O-]P([O-])([O-])=O.[K+].[K+].[K+]. Product: [F:1][C:2]1[CH:3]=[CH:4][C:5]([C:8]2[O:9][C:10]3[CH:20]=[C:19]([N:21]([CH3:26])[S:22]([CH3:25])(=[O:23])=[O:24])[C:18]([C:37]4[CH:38]=[CH:39][C:40]([O:52][CH3:53])=[C:41]([C:43]5[CH:51]=[C:46]6[CH:47]=[CH:48][CH:49]=[CH:50][N:45]6[N:44]=5)[N:42]=4)=[CH:17][C:11]=3[C:12]=2[C:13]([NH:15][CH3:16])=[O:14])=[CH:6][CH:7]=1. The catalyst class is: 333. (5) The catalyst class is: 5. Reactant: [C:1]([C:4]1[CH:9]=[CH:8][CH:7]=[CH:6][C:5]=1[C:10]1[CH:11]=[N:12][N:13]2[C:18]([C:19]3[CH:20]=[C:21]([NH:25][C:26](=[O:37])[C:27]4[CH:32]=[CH:31][CH:30]=[C:29]([C:33]([F:36])([F:35])[F:34])[CH:28]=4)[CH:22]=[CH:23][CH:24]=3)=[CH:17][CH:16]=[N:15][C:14]=12)(=[O:3])[CH3:2].[BH4-].[Na+]. Product: [OH:3][CH:1]([C:4]1[CH:9]=[CH:8][CH:7]=[CH:6][C:5]=1[C:10]1[CH:11]=[N:12][N:13]2[C:18]([C:19]3[CH:20]=[C:21]([NH:25][C:26](=[O:37])[C:27]4[CH:32]=[CH:31][CH:30]=[C:29]([C:33]([F:35])([F:36])[F:34])[CH:28]=4)[CH:22]=[CH:23][CH:24]=3)=[CH:17][CH:16]=[N:15][C:14]=12)[CH3:2]. (6) The catalyst class is: 4. Product: [CH3:22][O:21][C:16]1[CH:17]=[CH:18][CH:19]=[CH:20][C:15]=1[CH2:14][CH2:13][C:10]1[S:9][C:8]([NH2:7])=[N:12][CH:11]=1.[F:32][C:33]([F:38])([F:37])[C:34]([OH:36])=[O:35]. Reactant: C(OC(=O)[NH:7][C:8]1[S:9][C:10]([CH:13](O)[CH2:14][C:15]2[CH:20]=[CH:19][CH:18]=[CH:17][C:16]=2[O:21][CH3:22])=[CH:11][N:12]=1)(C)(C)C.C([SiH](CC)CC)C.[F:32][C:33]([F:38])([F:37])[C:34]([OH:36])=[O:35]. (7) Reactant: [Cl:1][C:2]1[CH:7]=[CH:6][C:5]([CH:8]([OH:41])[C:9]2[C:18]3[C:17](=[O:19])[N:16]([CH2:20][CH2:21][CH2:22][O:23]C4CCCCO4)[C:15](=[O:30])[N:14]([CH3:31])[C:13]=3[N:12]=[CH:11][C:10]=2[C:32]2[CH:37]=[CH:36][CH:35]=[CH:34][C:33]=2[CH:38]([CH3:40])[CH3:39])=[CH:4][CH:3]=1.Cl.CO. Product: [Cl:1][C:2]1[CH:7]=[CH:6][C:5]([CH:8]([OH:41])[C:9]2[C:18]3[C:17](=[O:19])[N:16]([CH2:20][CH2:21][CH2:22][OH:23])[C:15](=[O:30])[N:14]([CH3:31])[C:13]=3[N:12]=[CH:11][C:10]=2[C:32]2[CH:37]=[CH:36][CH:35]=[CH:34][C:33]=2[CH:38]([CH3:39])[CH3:40])=[CH:4][CH:3]=1. The catalyst class is: 5. (8) Reactant: CC1(C)[O:6][C@@H:5]([C:7]2[N:8]=[CH:9][C:10]([NH:13][C:14](=[O:37])[C@@H:15]([N:20]3[CH2:24][C:23]([O:25][C:26]4[CH:31]=[CH:30][CH:29]=[C:28]([O:32][CH2:33][CH3:34])[C:27]=4[F:35])=[CH:22][C:21]3=[O:36])[CH2:16][CH:17]([CH3:19])[CH3:18])=[N:11][CH:12]=2)[CH2:4][O:3]1.Cl. Product: [OH:6][C@@H:5]([C:7]1[N:8]=[CH:9][C:10]([NH:13][C:14](=[O:37])[C@@H:15]([N:20]2[CH2:24][C:23]([O:25][C:26]3[CH:31]=[CH:30][CH:29]=[C:28]([O:32][CH2:33][CH3:34])[C:27]=3[F:35])=[CH:22][C:21]2=[O:36])[CH2:16][CH:17]([CH3:18])[CH3:19])=[N:11][CH:12]=1)[CH2:4][OH:3]. The catalyst class is: 54.